The task is: Predict the product of the given reaction.. This data is from Forward reaction prediction with 1.9M reactions from USPTO patents (1976-2016). (1) The product is: [ClH:28].[ClH:28].[NH2:8][CH:9]([C:14]1[CH:19]=[CH:18][C:17]([O:20][CH2:21][CH2:22][N:23]2[CH2:24][CH2:25][CH2:26][CH2:27]2)=[CH:16][CH:15]=1)[C:10]([O:12][CH3:13])=[O:11]. Given the reactants C(OC([NH:8][CH:9]([C:14]1[CH:19]=[CH:18][C:17]([O:20][CH2:21][CH2:22][N:23]2[CH2:27][CH2:26][CH2:25][CH2:24]2)=[CH:16][CH:15]=1)[C:10]([O:12][CH3:13])=[O:11])=O)(C)(C)C.[Cl:28]CCl, predict the reaction product. (2) Given the reactants ClC1C=CC(C(=C2CCN(S(C3C(C)=NNC=3C)(=O)=O)CC2)C(OC)=O)=CC=1.[CH3:29][C:30]1[C:34]([S:35](Cl)(=[O:37])=[O:36])=[C:33]([CH3:39])[NH:32][N:31]=1.Cl.[Cl:41][C:42]1[CH:47]=[CH:46][C:45]([C:48]([F:55])=[C:49]2[CH2:54][CH2:53][NH:52][CH2:51][CH2:50]2)=[CH:44][C:43]=1[F:56], predict the reaction product. The product is: [Cl:41][C:42]1[CH:47]=[CH:46][C:45]([C:48]([F:55])=[C:49]2[CH2:50][CH2:51][N:52]([S:35]([C:34]3[C:33]([CH3:39])=[N:32][NH:31][C:30]=3[CH3:29])(=[O:37])=[O:36])[CH2:53][CH2:54]2)=[CH:44][C:43]=1[F:56]. (3) Given the reactants CCN(CC)CC.[NH2:8][C:9]1[CH:14]=[C:13]([C:15]([CH3:18])([CH3:17])[CH3:16])[CH:12]=[CH:11][C:10]=1[C:19](=[O:21])[CH3:20].[CH2:22]([O:24][C:25](=[O:30])[CH2:26][C:27](Cl)=[O:28])[CH3:23].CCCCCC, predict the reaction product. The product is: [CH2:22]([O:24][C:25](=[O:30])[CH2:26][C:27]([NH:8][C:9]1[CH:14]=[C:13]([C:15]([CH3:17])([CH3:16])[CH3:18])[CH:12]=[CH:11][C:10]=1[C:19](=[O:21])[CH3:20])=[O:28])[CH3:23]. (4) Given the reactants [CH3:1][NH:2][C:3]1[CH:4]=[C:5]([CH:8]=[CH:9][CH:10]=1)[C:6]#[N:7].Br[CH2:12][CH2:13][OH:14].C([O-])([O-])=O.[Ca+2], predict the reaction product. The product is: [OH:14][CH2:13][CH2:12][N:2]([CH3:1])[C:3]1[CH:4]=[C:5]([CH:8]=[CH:9][CH:10]=1)[C:6]#[N:7]. (5) Given the reactants CC1(C)S[C@@H]2[C@H](NC([C@H](N)C3C=CC=CC=3)=O)C(=[O:9])N2[C@H]1C(O)=O.P([O-])([O-])([O-])=O.[K+].[K+].[K+].CC1N=CC(COP(O)(O)=O)=C(C=O)C=1O.[CH3:49][O:50][C:51]1[CH:60]=[C:59]2[C:54]([CH2:55][CH2:56][C@H:57](N)[CH2:58]2)=[CH:53][CH:52]=1, predict the reaction product. The product is: [CH3:49][O:50][C:51]1[CH:60]=[C:59]2[C:54]([CH2:55][CH2:56][C:57](=[O:9])[CH2:58]2)=[CH:53][CH:52]=1. (6) Given the reactants [CH3:1][O:2][C:3](=[O:16])[C:4]1[CH:9]=[C:8](Cl)[N:7]=[C:6]([NH:11][C@H:12]([CH2:14][CH3:15])[CH3:13])[CH:5]=1.[CH3:17][N:18](C)C(=O)C, predict the reaction product. The product is: [CH3:1][O:2][C:3](=[O:16])[C:4]1[CH:9]=[C:8]([C:17]#[N:18])[N:7]=[C:6]([NH:11][C@H:12]([CH2:14][CH3:15])[CH3:13])[CH:5]=1.